From a dataset of Catalyst prediction with 721,799 reactions and 888 catalyst types from USPTO. Predict which catalyst facilitates the given reaction. Reactant: [N:1]1[CH:2]=[N:3][N:4]2[C:9]=1[C:8]1[C:10]([C:13]#[N:14])=[CH:11][S:12][C:7]=1[N:6]=C2.CNCCN. Product: [NH2:6][C:7]1[S:12][CH:11]=[C:10]([C:13]#[N:14])[C:8]=1[C:9]1[NH:1][CH:2]=[N:3][N:4]=1. The catalyst class is: 5.